The task is: Predict the reaction yield, written as a fraction of the theoretical maximum amount of product (1.0 means a 100% yield; for example, 0.34 means a 34% yield).. This data is from Reaction yield outcomes from USPTO patents with 853,638 reactions. (1) The reactants are Br[C:2]1[S:3][C:4]([C:14]([O:16][CH2:17][CH3:18])=[O:15])=[C:5]([C:7]2[CH:12]=[N:11][C:10]([Cl:13])=[CH:9][N:8]=2)[N:6]=1.[Cl:19][C:20]1[C:24]([Cl:25])=[C:23]([CH3:26])[NH:22][C:21]=1[C:27]([NH:29][C@@H:30]1[CH2:35][CH2:34][NH:33][CH2:32][C@@H:31]1[CH3:36])=[O:28].C(N(CC)C(C)C)(C)C.O. The catalyst is CN1CCCC1=O. The product is [Cl:13][C:10]1[N:11]=[CH:12][C:7]([C:5]2[N:6]=[C:2]([N:33]3[CH2:34][CH2:35][C@@H:30]([NH:29][C:27]([C:21]4[NH:22][C:23]([CH3:26])=[C:24]([Cl:25])[C:20]=4[Cl:19])=[O:28])[C@@H:31]([CH3:36])[CH2:32]3)[S:3][C:4]=2[C:14]([O:16][CH2:17][CH3:18])=[O:15])=[N:8][CH:9]=1. The yield is 0.780. (2) The reactants are [N:1]1[C:10]2[C:5](=[CH:6][C:7]([CH2:11][N:12]3[C:16]4=[N:17][C:18]([C:21]5[CH:26]=[CH:25][C:24]([NH:27]C(=O)C)=[CH:23][CH:22]=5)=[CH:19][CH:20]=[C:15]4[N:14]=[N:13]3)=[CH:8][CH:9]=2)[CH:4]=[CH:3][CH:2]=1.Cl.C(=O)(O)[O-].[Na+]. The catalyst is C(O)C. The product is [N:1]1[C:10]2[C:5](=[CH:6][C:7]([CH2:11][N:12]3[C:16]4=[N:17][C:18]([C:21]5[CH:22]=[CH:23][C:24]([NH2:27])=[CH:25][CH:26]=5)=[CH:19][CH:20]=[C:15]4[N:14]=[N:13]3)=[CH:8][CH:9]=2)[CH:4]=[CH:3][CH:2]=1. The yield is 0.420. (3) The reactants are [CH3:1][O:2][C:3](=[O:43])[CH2:4][NH:5][C:6]([C:8]1[N:9]=[C:10]([C:39]([F:42])([F:41])[F:40])[N:11]2[CH2:16][CH2:15][N:14]([C:17](=[O:38])[CH2:18][C@H:19]([NH:30]C(OC(C)(C)C)=O)[CH2:20][C:21]3[CH:26]=[C:25]([F:27])[C:24]([F:28])=[CH:23][C:22]=3[F:29])[CH2:13][C:12]=12)=[O:7].[ClH:44]. The catalyst is C(OCC)(=O)C. The product is [ClH:44].[CH3:1][O:2][C:3](=[O:43])[CH2:4][NH:5][C:6]([C:8]1[N:9]=[C:10]([C:39]([F:41])([F:40])[F:42])[N:11]2[CH2:16][CH2:15][N:14]([C:17](=[O:38])[CH2:18][C@H:19]([NH2:30])[CH2:20][C:21]3[CH:26]=[C:25]([F:27])[C:24]([F:28])=[CH:23][C:22]=3[F:29])[CH2:13][C:12]=12)=[O:7]. The yield is 0.990. (4) The reactants are [C:1]1(B(O)O)[C:14]2[C:15]3=[C:16]4[C:11](=[CH:12][CH:13]=2)[CH:10]=[CH:9][CH:8]=[C:7]4[CH:6]=[CH:5][C:4]3=[CH:3][CH:2]=1.Br[C:21]1[CH:22]=[C:23]([C:28]2[N:33]=[C:32]([C:34]3[CH:39]=[CH:38][C:37]([CH3:40])=[CH:36][CH:35]=3)[N:31]=[C:30]([C:41]3[CH:46]=[CH:45][C:44]([CH3:47])=[CH:43][CH:42]=3)[N:29]=2)[CH:24]=[C:25](Br)[CH:26]=1.[OH-].[Na+]. The catalyst is O1CCCC1.Cl[Pd](Cl)([P](C1C=CC=CC=1)(C1C=CC=CC=1)C1C=CC=CC=1)[P](C1C=CC=CC=1)(C1C=CC=CC=1)C1C=CC=CC=1. The product is [C:1]1([C:21]2[CH:22]=[C:23]([C:28]3[N:33]=[C:32]([C:34]4[CH:39]=[CH:38][C:37]([CH3:40])=[CH:36][CH:35]=4)[N:31]=[C:30]([C:41]4[CH:46]=[CH:45][C:44]([CH3:47])=[CH:43][CH:42]=4)[N:29]=3)[CH:24]=[C:25]([C:8]3[C:7]4[C:16]5=[C:15]6[C:4](=[CH:5][CH:6]=4)[CH:3]=[CH:2][CH:1]=[C:14]6[CH:13]=[CH:12][C:11]5=[CH:10][CH:9]=3)[CH:26]=2)[C:14]2[C:15]3=[C:16]4[C:11](=[CH:12][CH:13]=2)[CH:10]=[CH:9][CH:8]=[C:7]4[CH:6]=[CH:5][C:4]3=[CH:3][CH:2]=1. The yield is 0.510. (5) The catalyst is CO. The yield is 0.0400. The product is [CH2:67]([N:11]([CH:10]([C@@H:9]([O:8][CH:6]1[C@H:5]([O:64][CH3:65])[C@@H:4]([OH:66])[C@@H:3]([CH2:2][NH:77][CH2:76][C:68]2[CH:73]=[CH:72][CH:71]=[CH:70][CH:69]=2)[O:7]1)[C@@H:49]1[C@@H:53]([OH:54])[C@@H:52]([OH:55])[C@H:51]([N:56]2[CH:61]=[CH:60][C:59](=[O:62])[NH:58][C:57]2=[O:63])[O:50]1)[C:46]([OH:48])=[O:47])[CH2:12][CH2:13][CH2:14][NH:15][C:16](=[O:45])[CH:17]([CH:40]([OH:44])[CH:41]([CH3:43])[CH3:42])[NH:18][C:19](=[O:39])[CH:20]([CH:32]1[CH2:37][CH2:36][NH:35][C:34](=[NH:38])[NH:33]1)[NH:21][C:22](=[O:31])[NH:23][CH:24]([CH:28]([CH3:30])[CH3:29])[C:25]([OH:27])=[O:26])[C:68]1[CH:73]=[CH:72][CH:71]=[CH:70][CH:69]=1. The reactants are N[CH2:2][CH:3]1[O:7][CH:6]([O:8][CH:9]([CH:49]2[CH:53]([OH:54])[CH:52]([OH:55])[CH:51]([N:56]3[CH:61]=[CH:60][C:59](=[O:62])[NH:58][C:57]3=[O:63])[O:50]2)[CH:10]([C:46]([OH:48])=[O:47])[NH:11][CH2:12][CH2:13][CH2:14][NH:15][C:16](=[O:45])[CH:17]([CH:40]([OH:44])[CH:41]([CH3:43])[CH3:42])[NH:18][C:19](=[O:39])[CH:20]([CH:32]2[CH2:37][CH2:36][NH:35][C:34](=[NH:38])[NH:33]2)[NH:21][C:22](=[O:31])[NH:23][CH:24]([CH:28]([CH3:30])[CH3:29])[C:25]([OH:27])=[O:26])[CH:5]([O:64][CH3:65])[CH:4]1[OH:66].[CH:67](=O)[C:68]1[CH:73]=[CH:72][CH:71]=[CH:70][CH:69]=1.[BH3-][C:76]#[N:77].[Na+].Cl.